From a dataset of Catalyst prediction with 721,799 reactions and 888 catalyst types from USPTO. Predict which catalyst facilitates the given reaction. Reactant: [CH2:1]([O:8][C:9]1[C:19](=[O:20])[N:18]2[C:12]([C:13]([CH3:22])([CH3:21])[O:14][CH2:15][CH2:16][CH2:17]2)=[N:11][C:10]=1[C:23](O)=[O:24])[C:2]1[CH:7]=[CH:6][CH:5]=[CH:4][CH:3]=1.CN(C(ON1N=NC2C=CC=NC1=2)=[N+](C)C)C.F[P-](F)(F)(F)(F)F.FC(F)(F)C(O)=O.[NH2:57][CH2:58][C:59]1[CH:68]=[CH:67][C:66]([F:69])=[CH:65][C:60]=1[C:61]([NH:63][CH3:64])=[O:62].CN(C1C=CC=CN=1)C. Product: [F:69][C:66]1[CH:67]=[CH:68][C:59]([CH2:58][NH:57][C:23]([C:10]2[N:11]=[C:12]3[N:18]([C:19](=[O:20])[C:9]=2[O:8][CH2:1][C:2]2[CH:3]=[CH:4][CH:5]=[CH:6][CH:7]=2)[CH2:17][CH2:16][CH2:15][O:14][C:13]3([CH3:21])[CH3:22])=[O:24])=[C:60]([C:61](=[O:62])[NH:63][CH3:64])[CH:65]=1. The catalyst class is: 9.